From a dataset of Forward reaction prediction with 1.9M reactions from USPTO patents (1976-2016). Predict the product of the given reaction. (1) The product is: [N+:1]([C:4]1[CH:5]=[C:6]([NH:17][C:18]2[C:27]3[C:22](=[CH:23][CH:24]=[CH:25][CH:26]=3)[N:21]=[C:20]([C:28]([O:30][CH3:31])=[O:29])[N:19]=2)[CH:7]=[C:8]([O:10][C:11]2[CH:12]=[CH:13][CH:14]=[CH:15][CH:16]=2)[CH:9]=1)([O-:3])=[O:2]. Given the reactants [N+:1]([C:4]1[CH:5]=[C:6]([NH:17][C:18]2[C:27]3[C:22](=[CH:23][CH:24]=[CH:25][CH:26]=3)[N:21]=[C:20]([C:28]([OH:30])=[O:29])[N:19]=2)[CH:7]=[C:8]([O:10][C:11]2[CH:16]=[CH:15][CH:14]=[CH:13][CH:12]=2)[CH:9]=1)([O-:3])=[O:2].[CH3:31]O, predict the reaction product. (2) Given the reactants [S:1](=[O:44])(=[O:43])([O:3][CH2:4][C@H:5]1[CH2:9][C@@H:8]([NH:10][C:11]2[C:16]([C:17]([C:19]3[S:20][CH:21]=[C:22]([CH2:24][N:25]4[CH2:29][CH2:28][C:27]([F:31])([F:30])[CH2:26]4)[CH:23]=3)=[O:18])=[CH:15][N:14]=[CH:13][N:12]=2)[CH2:7][C@@H:6]1[O:32][Si](C(C)C)(C(C)C)C(C)C)[NH2:2].Cl.O, predict the reaction product. The product is: [S:1](=[O:43])(=[O:44])([O:3][CH2:4][C@H:5]1[CH2:9][C@@H:8]([NH:10][C:11]2[C:16]([C:17]([C:19]3[S:20][CH:21]=[C:22]([CH2:24][N:25]4[CH2:29][CH2:28][C:27]([F:31])([F:30])[CH2:26]4)[CH:23]=3)=[O:18])=[CH:15][N:14]=[CH:13][N:12]=2)[CH2:7][C@@H:6]1[OH:32])[NH2:2]. (3) Given the reactants [F:1][C:2]1[CH:3]=[C:4]2[C:9](=[CH:10][CH:11]=1)[N:8]=[C:7]([CH3:12])[CH:6]=[CH:5]2.[CH3:13][O:14][S:15]([O:18]C)(=[O:17])=[O:16], predict the reaction product. The product is: [CH3:13][O:14][S:15]([O-:18])(=[O:17])=[O:16].[CH3:13][N+:8]1[C:9]2[C:4](=[CH:3][C:2]([F:1])=[CH:11][CH:10]=2)[CH:5]=[CH:6][C:7]=1[CH3:12].